This data is from Reaction yield outcomes from USPTO patents with 853,638 reactions. The task is: Predict the reaction yield, written as a fraction of the theoretical maximum amount of product (1.0 means a 100% yield; for example, 0.34 means a 34% yield). (1) The reactants are [Br:1][C:2]1[CH:3]=[C:4]2[C:8](=[CH:9][CH:10]=1)[NH:7][CH:6]=[CH:5]2.[H-].[Na+].S(O[CH2:24][CH:25]1[CH2:30][CH:29]2[N:31]([C:32]([O:34][CH2:35][C:36]3[CH:41]=[CH:40][CH:39]=[CH:38][CH:37]=3)=[O:33])[CH:26]1[CH2:27][CH2:28]2)(C1C=CC(C)=CC=1)(=O)=O.C(OCC)(=O)C.CCCCCC. The catalyst is CN(C=O)C. The product is [Br:1][C:2]1[CH:3]=[C:4]2[C:8](=[CH:9][CH:10]=1)[N:7]([CH2:24][CH:25]1[CH2:30][CH:29]3[N:31]([C:32]([O:34][CH2:35][C:36]4[CH:37]=[CH:38][CH:39]=[CH:40][CH:41]=4)=[O:33])[CH:26]1[CH2:27][CH2:28]3)[CH:6]=[CH:5]2. The yield is 0.600. (2) The reactants are [Cl:1][C:2]1[NH:10][C:9]2[C:8](=[O:11])[N:7]([CH2:12][CH2:13][CH2:14][CH2:15][CH2:16]N3N=NC(CC4C=CC(Cl)=C(Cl)C=4)=N3)[C:6](=[O:31])[N:5]([CH2:32][CH2:33][CH2:34][CH2:35][CH3:36])[C:4]=2[N:3]=1.[Cl:37][C:38]1[CH:43]=[CH:42][C:41]([C:44]2[NH:48][N:47]=C(CCCO)C=2)=[CH:40][CH:39]=1. No catalyst specified. The product is [Cl:1][C:2]1[NH:10][C:9]2[C:8](=[O:11])[N:7]([CH2:12][CH2:13][CH2:14][C:15]3[CH:16]=[C:44]([C:41]4[CH:42]=[CH:43][C:38]([Cl:37])=[CH:39][CH:40]=4)[NH:48][N:47]=3)[C:6](=[O:31])[N:5]([CH2:32][CH2:33][CH2:34][CH2:35][CH3:36])[C:4]=2[N:3]=1. The yield is 0.300. (3) The reactants are [CH3:1][O:2][C:3]1[CH:4]=[C:5]2[C:10](=[CH:11][C:12]=1[O:13][CH3:14])[N:9]=[CH:8][CH:7]=[C:6]2[O:15][C:16]1[CH:22]=[CH:21][C:19]([NH2:20])=[C:18]([F:23])[CH:17]=1.C(O)C.[N+:27]([C:30]1[CH:35]=[CH:34][C:33]([C:36]([N:38]=[C:39]=[S:40])=[O:37])=[CH:32][CH:31]=1)([O-:29])=[O:28]. The catalyst is C1(C)C=CC=CC=1. The product is [CH3:1][O:2][C:3]1[CH:4]=[C:5]2[C:10](=[CH:11][C:12]=1[O:13][CH3:14])[N:9]=[CH:8][CH:7]=[C:6]2[O:15][C:16]1[CH:22]=[CH:21][C:19]([NH:20][C:39]([NH:38][C:36](=[O:37])[C:33]2[CH:32]=[CH:31][C:30]([N+:27]([O-:29])=[O:28])=[CH:35][CH:34]=2)=[S:40])=[C:18]([F:23])[CH:17]=1. The yield is 0.900. (4) The reactants are Cl.Cl.[NH2:3][CH:4]([C:16]1[CH:21]=[CH:20][CH:19]=[CH:18][CH:17]=1)[C:5]([O:7][C@@H:8]1[CH:13]2[CH2:14][CH2:15][N:10]([CH2:11][CH2:12]2)[CH2:9]1)=[O:6].C(N(CC)CC)C.[F:29][C:30]1[CH:31]=[C:32]([S:37](Cl)(=[O:39])=[O:38])[CH:33]=[CH:34][C:35]=1[F:36]. The product is [F:29][C:30]1[CH:31]=[C:32]([S:37]([NH:3][CH:4]([C:16]2[CH:21]=[CH:20][CH:19]=[CH:18][CH:17]=2)[C:5]([O:7][C@@H:8]2[CH:13]3[CH2:12][CH2:11][N:10]([CH2:15][CH2:14]3)[CH2:9]2)=[O:6])(=[O:38])=[O:39])[CH:33]=[CH:34][C:35]=1[F:36]. The catalyst is C(Cl)Cl. The yield is 0.280. (5) The reactants are [N+:1]([C:4]1[CH:9]=[CH:8][C:7]([N:10]2[CH:16]3[CH2:17][CH2:18][N:13]([CH2:14][CH2:15]3)[CH2:12][CH2:11]2)=[CH:6][CH:5]=1)([O-])=O. The catalyst is [Pd].CO. The product is [N:13]12[CH2:18][CH2:17][CH:16]([CH2:15][CH2:14]1)[N:10]([C:7]1[CH:8]=[CH:9][C:4]([NH2:1])=[CH:5][CH:6]=1)[CH2:11][CH2:12]2. The yield is 1.00. (6) The reactants are [F:1][C:2]([F:10])([F:9])[C:3](=O)[CH2:4][C:5](=O)[CH3:6].[NH2:11]/[C:12](/[CH3:18])=[CH:13]\[C:14]([O:16][CH3:17])=[O:15]. The catalyst is C(#N)C. The product is [CH3:18][C:12]1[C:13]([C:14]([O:16][CH3:17])=[O:15])=[C:3]([C:2]([F:10])([F:9])[F:1])[CH:4]=[C:5]([CH3:6])[N:11]=1. The yield is 0.710. (7) The reactants are [F:1][C:2]1[C:3](Cl)=C[C:5]([Cl:8])=[N:6][CH:7]=1.[NH2:10][CH2:11][C@H:12]1[CH2:17][CH2:16][C@H:15]([NH:18][C:19](=[O:25])[O:20][C:21]([CH3:24])([CH3:23])[CH3:22])[CH2:14][CH2:13]1.CC[N:28](C(C)C)C(C)C. The catalyst is CCO. The product is [C:21]([O:20][C:19](=[O:25])[NH:18][CH:15]1[CH2:14][CH2:13][CH:12]([CH2:11][NH:10][C:3]2[C:2]([F:1])=[CH:7][N:6]=[C:5]([Cl:8])[N:28]=2)[CH2:17][CH2:16]1)([CH3:22])([CH3:24])[CH3:23]. The yield is 0.890.